The task is: Regression. Given a peptide amino acid sequence and an MHC pseudo amino acid sequence, predict their binding affinity value. This is MHC class II binding data.. This data is from Peptide-MHC class II binding affinity with 134,281 pairs from IEDB. (1) The peptide sequence is GIKQLQARVLAVERYLK. The MHC is HLA-DQA10501-DQB10201 with pseudo-sequence HLA-DQA10501-DQB10201. The binding affinity (normalized) is 0.432. (2) The peptide sequence is GSSDNEFVKLAWRREHKDLD. The MHC is DRB1_1101 with pseudo-sequence DRB1_1101. The binding affinity (normalized) is 0.605. (3) The peptide sequence is AYCLWMMLLISQAEAALELIT. The MHC is DRB1_0401 with pseudo-sequence DRB1_0401. The binding affinity (normalized) is 0. (4) The peptide sequence is YDKFLANVSTVLTGL. The MHC is DRB1_1302 with pseudo-sequence DRB1_1302. The binding affinity (normalized) is 1.00.